Dataset: Forward reaction prediction with 1.9M reactions from USPTO patents (1976-2016). Task: Predict the product of the given reaction. The product is: [C:13]([C:15]1[CH:16]=[C:17]([CH:21]2[C:22](=[O:23])[N:1]3[C:5]4[CH:6]=[CH:7][CH:8]=[CH:9][C:4]=4[N:3]=[C:2]3[C:10]([C:11]#[N:12])=[C:26]2[CH3:27])[CH:18]=[CH:19][CH:20]=1)#[N:14]. Given the reactants [N:1]1[C:5]2[CH:6]=[CH:7][CH:8]=[CH:9][C:4]=2[NH:3][C:2]=1[CH2:10][C:11]#[N:12].[C:13]([C:15]1[CH:16]=[C:17]([CH:21]([C:26](=O)[CH3:27])[C:22](OC)=[O:23])[CH:18]=[CH:19][CH:20]=1)#[N:14].C([O-])(=O)C.[NH4+], predict the reaction product.